Task: Regression. Given two drug SMILES strings and cell line genomic features, predict the synergy score measuring deviation from expected non-interaction effect.. Dataset: NCI-60 drug combinations with 297,098 pairs across 59 cell lines Drug 1: C1CC(C1)(C(=O)O)C(=O)O.[NH2-].[NH2-].[Pt+2]. Drug 2: C1=CN(C=N1)CC(O)(P(=O)(O)O)P(=O)(O)O. Cell line: NCI/ADR-RES. Synergy scores: CSS=2.84, Synergy_ZIP=-1.28, Synergy_Bliss=-0.878, Synergy_Loewe=-2.58, Synergy_HSA=-2.56.